This data is from Catalyst prediction with 721,799 reactions and 888 catalyst types from USPTO. The task is: Predict which catalyst facilitates the given reaction. Reactant: C([O-])([O-])=O.[Na+].[Na+].Br[C:8]1[CH:38]=[CH:37][C:11]([CH2:12][O:13][C:14]2[CH:19]=[CH:18][C:17]([C@@H:20]3[C@@H:23]([CH2:24][CH2:25][C:26](Cl)=[O:27])[C:22](=[O:29])[N:21]3[C:30]3[CH:35]=[CH:34][C:33]([F:36])=[CH:32][CH:31]=3)=[CH:16][CH:15]=2)=[CH:10][CH:9]=1.[F:39][C:40]1[CH:45]=[CH:44][C:43](B(O)O)=[CH:42][CH:41]=1. Product: [CH2:12]([O:13][C:14]1[CH:19]=[CH:18][C:17]([C@H:20]2[N:21]([C:30]3[CH:35]=[CH:34][C:33]([F:36])=[CH:32][CH:31]=3)[C:22](=[O:29])[C@@H:23]2[CH2:24][CH2:25][C:26]([C:43]2[CH:44]=[CH:45][C:40]([F:39])=[CH:41][CH:42]=2)=[O:27])=[CH:16][CH:15]=1)[C:11]1[CH:37]=[CH:38][CH:8]=[CH:9][CH:10]=1. The catalyst class is: 6.